From a dataset of Full USPTO retrosynthesis dataset with 1.9M reactions from patents (1976-2016). Predict the reactants needed to synthesize the given product. (1) Given the product [Br:8][C:5]1[CH:6]=[CH:7][C:2]([N:13]2[CH2:14][CH2:15][CH:10]([OH:9])[CH2:11][CH2:12]2)=[N:3][CH:4]=1, predict the reactants needed to synthesize it. The reactants are: Br[C:2]1[CH:7]=[CH:6][C:5]([Br:8])=[CH:4][N:3]=1.[OH:9][CH:10]1[CH2:15][CH2:14][NH:13][CH2:12][CH2:11]1.C([O-])([O-])=O.[K+].[K+]. (2) Given the product [Cl:3][C:4]1[CH:5]=[C:6]2[C:10](=[CH:11][CH:12]=1)[N:9]([S:25]([C:18]1[CH:19]=[CH:20][C:21]([O:23][CH3:24])=[CH:22][C:17]=1[O:16][CH3:15])(=[O:27])=[O:26])[C:8](=[O:13])[C:7]2=[O:14], predict the reactants needed to synthesize it. The reactants are: [H-].[Na+].[Cl:3][C:4]1[CH:5]=[C:6]2[C:10](=[CH:11][CH:12]=1)[NH:9][C:8](=[O:13])[C:7]2=[O:14].[CH3:15][O:16][C:17]1[CH:22]=[C:21]([O:23][CH3:24])[CH:20]=[CH:19][C:18]=1[S:25](Cl)(=[O:27])=[O:26].